The task is: Regression. Given two drug SMILES strings and cell line genomic features, predict the synergy score measuring deviation from expected non-interaction effect.. This data is from NCI-60 drug combinations with 297,098 pairs across 59 cell lines. (1) Drug 1: CC1=C(C(CCC1)(C)C)C=CC(=CC=CC(=CC(=O)O)C)C. Drug 2: CS(=O)(=O)CCNCC1=CC=C(O1)C2=CC3=C(C=C2)N=CN=C3NC4=CC(=C(C=C4)OCC5=CC(=CC=C5)F)Cl. Cell line: HL-60(TB). Synergy scores: CSS=15.4, Synergy_ZIP=-4.42, Synergy_Bliss=5.49, Synergy_Loewe=-7.19, Synergy_HSA=1.77. (2) Cell line: NCI-H322M. Synergy scores: CSS=21.0, Synergy_ZIP=-9.70, Synergy_Bliss=1.04, Synergy_Loewe=0.0415, Synergy_HSA=-0.214. Drug 2: B(C(CC(C)C)NC(=O)C(CC1=CC=CC=C1)NC(=O)C2=NC=CN=C2)(O)O. Drug 1: CCC1(C2=C(COC1=O)C(=O)N3CC4=CC5=C(C=CC(=C5CN(C)C)O)N=C4C3=C2)O.Cl. (3) Drug 1: C(CCl)NC(=O)N(CCCl)N=O. Drug 2: CC1CCCC2(C(O2)CC(NC(=O)CC(C(C(=O)C(C1O)C)(C)C)O)C(=CC3=CSC(=N3)C)C)C. Cell line: 786-0. Synergy scores: CSS=47.1, Synergy_ZIP=5.34, Synergy_Bliss=5.25, Synergy_Loewe=-19.4, Synergy_HSA=5.53.